Dataset: Experimentally validated miRNA-target interactions with 360,000+ pairs, plus equal number of negative samples. Task: Binary Classification. Given a miRNA mature sequence and a target amino acid sequence, predict their likelihood of interaction. (1) The miRNA is mmu-miR-34b-5p with sequence AGGCAGUGUAAUUAGCUGAUUGU. The protein sequence of the target gene is MMATQTLSIDSYQDGQQMQVVTELKTEQDPNCSDPDAEGVSPPPIESQTPMDADKQAIYRHPLFPLLALLFEKCEQSTQGSEGTTSASFDVDIENFVRKQEKDGKPFFCEDPETDNLMVKAIQVLRIHLLELEKVNELCKDFCSRYIACLKTKMNSETLLSGEPGSPYSPVQSQQIQSAITGTLSPQGIVVPASALQQGNVTMATVAGGTVYQPVTVVTPQGQVVTQALSPGTIRIQNSQLQLQLNQDLSILHQEDGSSKNKRGVLPKHATNVMRSWLFQHIGHPYPTEDEKKQIAAQTN.... Result: 0 (no interaction). (2) The miRNA is hsa-miR-8082 with sequence UGAUGGAGCUGGGAAUACUCUG. The protein sequence of the target gene is MESPNLGDNRVRGESLVPDPPWDRCKEDIAVGLGGVGEDGKDLVISSERSSLLQEPTASTLSSTTATEGHKPVPCGWERVVKQRLSGKTAGKFDVYFISPQGLKFRSKRSLANYLLKNGETFLKPEDFNFTVLPKGSINPGYKHQSLAALTSLQPNETDVSKQNLKTRSKWKTDVLPLPSGTSESPESSGLSNSNSACLLLREHRDIQDVDSEKRRKSKRKVTVLKGTASQKTKQKCRKSLLESTQRNRKRASVVQKVGADRELVPQESQLNRTLCPADACARETVGLAGEEKSPSPGLD.... Result: 0 (no interaction). (3) The miRNA is hsa-miR-6766-5p with sequence CGGGUGGGAGCAGAUCUUAUUGAG. The protein sequence of the target gene is MTKARLFRLWLVLGSVFMILLIIVYWDSAGAAHFYLHTSFSRPHTGPPLPTPGPDRDRELTADSDVDEFLDKFLSAGVKQSDLPRKETEQPPAPGSMEESVRGYDWSPRDARRSPDQGRQQAERRSVLRGFCANSSLAFPTKERAFDDIPNSELSHLIVDDRHGAIYCYVPKVACTNWKRVMIVLSGSLLHRGAPYRDPLRIPREHVHNASAHLTFNKFWRRYGKLSRHLMKVKLKKYTKFLFVRDPFVRLISAFRSKFELENEEFYRKFAVPMLRLYANHTSLPASAREAFRAGLKVSF.... Result: 1 (interaction). (4) The miRNA is mmu-miR-5130 with sequence CUGGAGCGCGCGGGCGAGGCAGGC. The protein sequence of the target gene is MSSSLLAGGHMVSLTPCEESRMALHPTPSPGLPALCPYYTTESWGTQPLMAPTLRKGSSDRLQQAQQAEARAHCLLQGPGEQASGASQDLESCIDFSLEALNQMILEIDPTFQLLPSGTAGPQAESTNSIMSRNKKEEPEALDIKYIEVTSTRSRYLDGPQRCSSPCATPPFGSPRSGSLFLSRDIPRETRSSSNESLIFSGNQGRGPSPLTPSSLSNAIPCRESRTSGSPLATPPGWEKGLRAPQRGSRVSILSASPVSDVSYVFGSNQSLPHSSLSSYPSSSRSLGSPASSSSSLHSL.... Result: 1 (interaction). (5) The miRNA is hsa-miR-124-3p with sequence UAAGGCACGCGGUGAAUGCCAA. The protein sequence of the target gene is MSADGAEADGSTQVTVEEPVQQPSVVDRVASMPLISSTCDMVSAAYASTKESYPHIKTVCDAAEKGVRTLTAAAVSGAQPILSKLEPQIASASEYAHRGLDKLEENLPILQQPTEKVLADTKELVSSKVSGAQEMVSSAKDTVATQLSEAVDATRGAVQSGVDKTKSVVTGGVQSVMGSRLGQMVLSGVDTVLGKSEEWADNHLPLTDAELARIATSLDGFDVASVQQQRQEQSYFVRLGSLSERLRQHAYEHSLGKLRATKQRAQEALLQLSQVLSLMETVKQGVDQKLVEGQEKLHQM.... Result: 1 (interaction). (6) The miRNA is hsa-miR-4717-5p with sequence UAGGCCACAGCCACCCAUGUGU. The protein sequence of the target gene is MEAVVFVFSLLDCCALIFLSVYFIITLSDLECDYINARSCCSKLNKWVIPELIGHTIVTVLLLMSLHWFIFLLNLPVATWNIYRYIMVPSGNMGVFDPTEIHNRGQLKSHMKEAMIKLGFHLLCFFMYLYSMILALIND. Result: 0 (no interaction). (7) The miRNA is hsa-miR-6778-3p with sequence UGCCUCCCUGACAUUCCACAG. The protein sequence of the target gene is MALCNGDSKLENAGGDLKDGHHHYEGAVVILDAGAQYGKVIDRRVRELFVQSEIFPLETPAFAIKEQGFRAIIISGGPNSVYAEDAPWFDPAIFTIGKPVLGICYGMQMMNKVFGGTVHKKSVREDGVFNISVDNTCSLFRGLQKEEVVLLTHGDSVDKVADGFKVVARSGNIVAGIANESKKLYGAQFHPEVGLTENGKVILKNFLYDIAGCSGTFTVQNRELECIREIKERVGTSKVLVLLSGGVDSTVCTALLNRALNQEQVIAVHIDNGFMRKRESQSVEEALKKLGIQVKVINAA.... Result: 1 (interaction). (8) Result: 1 (interaction). The protein sequence of the target gene is MNQADKNQEIPSYLSDEPPEGSMKDHPQQQPGMLSRVTGGIFSVTKGAVGATIGGVAWIGGKSLEVTKTAVTTVPSMGIGLVKGGVSAVAGGVTAVGSAVVNKVPLSGKKKDKSD. The miRNA is mmu-miR-1199-5p with sequence UCUGAGUCCCGGUCGCGCGG.